From a dataset of Full USPTO retrosynthesis dataset with 1.9M reactions from patents (1976-2016). Predict the reactants needed to synthesize the given product. Given the product [Cl:24][C:13]1([CH:6]=[CH2:7])[C:12]2[C:17](=[CH:18][C:9]([F:8])=[CH:10][CH:11]=2)[O:16][CH2:15][CH2:14]1, predict the reactants needed to synthesize it. The reactants are: C(N([CH2:6][CH3:7])CC)C.[F:8][C:9]1[CH:18]=[C:17]2[C:12]([C:13](=O)[CH2:14][CH2:15][O:16]2)=[CH:11][CH:10]=1.CS([Cl:24])(=O)=O.C(=O)(O)[O-].[Na+].